Binary Classification. Given a miRNA mature sequence and a target amino acid sequence, predict their likelihood of interaction. From a dataset of Experimentally validated miRNA-target interactions with 360,000+ pairs, plus equal number of negative samples. (1) The miRNA is hsa-miR-7160-5p with sequence UGCUGAGGUCCGGGCUGUGCC. The protein sequence of the target gene is MKPLEKFLKKQTSQLAGRAVTGGPGGGPGCCGGPGGGGGPGGGGGPAGGLRPLQRRQSVSRLLLPAFLREPPTEPGLEPPVEEEGGEPLGVSEEPGSGGPCWLQLEEVPGPGPIGSGVPLRSPSSYSSDELSPGEPLASPPWAPLGAPERPEHLLNRVLERLAGGTTRDSSASDILLDDIVLTHSLFLPTEKFLQELHQYFVQSRNVEGPEGLGRKQACLALLLHFLDTYQGLLQEEEGAGHIIKELYLLIMKDESLYQDLREDTLRLHQLVETVELKIPEESQPPSKQVKPLFRHFRRI.... Result: 0 (no interaction). (2) The miRNA is hsa-miR-6780a-3p with sequence CUCCUCUGUUUUCUUUCCUAG. The protein sequence of the target gene is MDRGSLLPFQLWCPRPFGTYSQNQPRPPSAALKPSACPEPGGGAEPDHGPAHSENTPPALATEVPASQPAPLLSAAAAGDEGRVLLDTWYVIKPGNTKEKVAFFVAHQCGGGSRASSMKVKGHWGSDSSKAKRRRRCLDPTKAPPDPGGREGPPAAEEGPASAGEDVDLLSVAEMVALVEQRAALALQSYPRPTTPAPVVFVSAEQGGPAKGVGSERRSGGGDCSRVAEAVAHFEAQRDSPPTKGLRKEERPGPGPGEVRIAFRISNGREPRAPDSGLPSGGGGRPGCAYPGSPGPGARA.... Result: 0 (no interaction). (3) The miRNA is cel-miR-42-3p with sequence UCACCGGGUUAACAUCUACAGA. The protein sequence of the target gene is MEEKTQIKTFLGSKLPKYGTKSVRSTLQPMPNGTPVNLLGTSKNSNVKSYIKNNGSDCPSSHSFNWRKANKYQLCAQGVEEPNNTQNSHDKIIDPEKRVPTQGMFDKNGIKGGLKSVSLFTSKLAKPSTMFVSSTEELNQKSFSGPSNLGKFTKGTLLGRTSYSSINTPKSQLNGFYGNRSAGSMQRPRANSCATRSSSGESLAQSPDSSKSINCEKMVRSQSFSHSIQNSFLPPSSITRSHSFNRAVDLTKPYQNQQLSIRVPLRSSMLTRNSRQPEVLNGNEHLGYGFNRPYAAGGKK.... Result: 0 (no interaction).